Dataset: Full USPTO retrosynthesis dataset with 1.9M reactions from patents (1976-2016). Task: Predict the reactants needed to synthesize the given product. (1) The reactants are: [N:1]1[C:5]2[CH:6]=[CH:7][C:8]([C:10]3([OH:17])[CH2:15][CH2:14][C:13](=O)[CH2:12][CH2:11]3)=[CH:9][C:4]=2[NH:3][CH:2]=1.[NH:18]1[CH2:21][CH:20]([NH:22][C:23]([CH2:25][NH:26][C:27](=[O:38])[C:28]2[CH:33]=[CH:32][CH:31]=[C:30]([C:34]([F:37])([F:36])[F:35])[CH:29]=2)=[O:24])[CH2:19]1. Given the product [N:1]1[C:5]2[CH:6]=[CH:7][C:8]([C:10]3([OH:17])[CH2:15][CH2:14][CH:13]([N:18]4[CH2:21][CH:20]([NH:22][C:23]([CH2:25][NH:26][C:27](=[O:38])[C:28]5[CH:33]=[CH:32][CH:31]=[C:30]([C:34]([F:37])([F:35])[F:36])[CH:29]=5)=[O:24])[CH2:19]4)[CH2:12][CH2:11]3)=[CH:9][C:4]=2[NH:3][CH:2]=1, predict the reactants needed to synthesize it. (2) Given the product [Br-:26].[F:37][C:31]1[CH:32]=[C:33]([F:36])[CH:34]=[CH:35][C:30]=1[C:28](=[O:29])[CH2:27][N+:13]12[CH2:14][CH2:15][CH:16]([CH2:17][CH2:18]1)[C@@H:11]([O:10][C:8](=[O:9])[CH:7]([C:1]1[CH:2]=[CH:3][CH:4]=[CH:5][CH:6]=1)[NH:19][C:20]1[CH:25]=[CH:24][CH:23]=[CH:22][CH:21]=1)[CH2:12]2, predict the reactants needed to synthesize it. The reactants are: [C:1]1([CH:7]([NH:19][C:20]2[CH:25]=[CH:24][CH:23]=[CH:22][CH:21]=2)[C:8]([O:10][C@@H:11]2[CH:16]3[CH2:17][CH2:18][N:13]([CH2:14][CH2:15]3)[CH2:12]2)=[O:9])[CH:6]=[CH:5][CH:4]=[CH:3][CH:2]=1.[Br:26][CH2:27][C:28]([C:30]1[CH:35]=[CH:34][C:33]([F:36])=[CH:32][C:31]=1[F:37])=[O:29]. (3) Given the product [CH3:1][O:2][C:3]([CH:5]1[CH2:9][CH2:8][CH:7]([OH:10])[CH2:6]1)=[O:4], predict the reactants needed to synthesize it. The reactants are: [CH3:1][O:2][C:3]([CH:5]1[CH2:9][CH2:8][C:7](=[O:10])[CH2:6]1)=[O:4].[BH4-].[Na+]. (4) Given the product [CH3:1][O:2][C:3]([C:5]1[CH:6]=[C:7]2[C:11](=[CH:12][CH:13]=1)[NH:10][C:9]([CH2:14][N:16]1[CH2:20][CH2:19][CH2:18][CH2:17]1)=[CH:8]2)=[O:4].[C:21]([OH:24])(=[O:23])[CH3:22], predict the reactants needed to synthesize it. The reactants are: [CH3:1][O:2][C:3]([C:5]1[CH:6]=[C:7]2[C:11](=[CH:12][CH:13]=1)[NH:10][C:9]([CH:14]=O)=[CH:8]2)=[O:4].[NH:16]1[CH2:20][CH2:19][CH2:18][CH2:17]1.[C:21]([OH:24])(=[O:23])[CH3:22].C(O[BH-](OC(=O)C)OC(=O)C)(=O)C.[Na+].